From a dataset of Full USPTO retrosynthesis dataset with 1.9M reactions from patents (1976-2016). Predict the reactants needed to synthesize the given product. Given the product [NH2:1][C:2]1[CH:3]=[C:4]([CH:5]([N:6]2[CH:10]=[C:9]([C:11]3[CH:20]=[CH:19][CH:18]=[C:17]4[C:12]=3[CH2:13][CH2:14][CH2:15][N:16]4[C:21](=[O:34])[CH2:22][CH2:23][CH2:24][O:25][C:26]3[CH:31]=[CH:30][CH:29]=[C:28]([CH3:32])[C:27]=3[CH3:33])[CH:8]=[N:7]2)[CH3:39])[CH:35]=[CH:36][CH:37]=1, predict the reactants needed to synthesize it. The reactants are: [NH2:1][C:2]1[CH:3]=[C:4]([CH:35]=[CH:36][CH:37]=1)[CH2:5][N:6]1[CH:10]=[C:9]([C:11]2[CH:20]=[CH:19][CH:18]=[C:17]3[C:12]=2[CH2:13][CH2:14][CH2:15][N:16]3[C:21](=[O:34])[CH2:22][CH2:23][CH2:24][O:25][C:26]2[CH:31]=[CH:30][CH:29]=[C:28]([CH3:32])[C:27]=2[CH3:33])[CH:8]=[N:7]1.Br[CH2:39]C1C=C(NC(=O)OC(C)(C)C)C=CC=1.BrC(C1C=C(NC(=O)OC(C)(C)C)C=CC=1)C.